From a dataset of Catalyst prediction with 721,799 reactions and 888 catalyst types from USPTO. Predict which catalyst facilitates the given reaction. (1) Reactant: C[N:2]1[CH2:7][CH:6]=[C:5]([C:8]([CH3:19])([C:10]2[CH:15]=[CH:14][C:13]([N+:16]([O-:18])=[O:17])=[CH:12][CH:11]=2)[CH3:9])[CH2:4][CH2:3]1.Cl[C:21]([O:23][CH2:24][CH3:25])=[O:22]. Product: [CH2:24]([O:23][C:21]([N:2]1[CH2:3][CH:4]=[C:5]([C:8]([CH3:19])([C:10]2[CH:11]=[CH:12][C:13]([N+:16]([O-:18])=[O:17])=[CH:14][CH:15]=2)[CH3:9])[CH2:6][CH2:7]1)=[O:22])[CH3:25]. The catalyst class is: 11. (2) Reactant: Br[CH:2]1[C:15]2[C:10](=[CH:11][CH:12]=[CH:13][C:14]=2[Cl:16])[C:9](=[O:17])[C:8]2[C:7]([Cl:18])=[CH:6][CH:5]=[CH:4][C:3]1=2.C(=O)([O-])[O-].[Ca+2].[CH2:24]([OH:28])[CH:25]([CH3:27])[CH3:26].O. Product: [CH2:24]([O:28][CH:2]1[C:15]2[C:10](=[CH:11][CH:12]=[CH:13][C:14]=2[Cl:16])[C:9](=[O:17])[C:8]2[C:7]([Cl:18])=[CH:6][CH:5]=[CH:4][C:3]1=2)[CH:25]([CH3:27])[CH3:26]. The catalyst class is: 1. (3) Reactant: [C:1]1([N:7]2[CH:11]=[C:10]([C:12]([NH:14][CH2:15][CH2:16][NH:17][C:18]([C@H:20]3[CH2:25][CH2:24][C@H:23]([C:26]([O:28]C)=[O:27])[CH2:22][CH2:21]3)=[O:19])=[O:13])[C:9]([C:30]([F:33])([F:32])[F:31])=[N:8]2)[CH:6]=[CH:5][CH:4]=[CH:3][CH:2]=1.O.[OH-].[Li+]. Product: [C:1]1([N:7]2[CH:11]=[C:10]([C:12]([NH:14][CH2:15][CH2:16][NH:17][C:18]([C@H:20]3[CH2:21][CH2:22][C@H:23]([C:26]([OH:28])=[O:27])[CH2:24][CH2:25]3)=[O:19])=[O:13])[C:9]([C:30]([F:33])([F:32])[F:31])=[N:8]2)[CH:2]=[CH:3][CH:4]=[CH:5][CH:6]=1. The catalyst class is: 20.